Regression/Classification. Given a drug SMILES string, predict its absorption, distribution, metabolism, or excretion properties. Task type varies by dataset: regression for continuous measurements (e.g., permeability, clearance, half-life) or binary classification for categorical outcomes (e.g., BBB penetration, CYP inhibition). Dataset: hlm. From a dataset of Human liver microsome stability data. (1) The drug is C=Cc1cc(C(NC(=O)OC(C)(C)C)C(=O)Nc2ccc(C(=O)NS(=O)(=O)c3ccc(C(F)(F)F)cc3)cc2)ccc1Oc1cc(OC)nc(-c2ccccc2)n1. The result is 0 (unstable in human liver microsomes). (2) The molecule is CC(C)CCn1nc(-c2cccs2)c(O)c(C2=CS(=O)(=O)c3cc(NS(C)(=O)=O)ccc3N2)c1=O. The result is 0 (unstable in human liver microsomes). (3) The drug is CC(C)(NC(=O)c1nn(-c2ccc(F)cc2F)c2c1C[C@H]1C[C@@H]21)c1ccccn1. The result is 0 (unstable in human liver microsomes). (4) The compound is O=P1(c2ccc(C(F)(F)F)cc2)CCNCC1. The result is 0 (unstable in human liver microsomes). (5) The molecule is O=C(Nc1ccc([N+](=O)[O-])cc1Cl)c1cc(Cl)ccc1O. The result is 1 (stable in human liver microsomes). (6) The molecule is O=C(CCc1ccc(C(F)(F)F)cc1)N[C@@H](Cc1c[nH]c2ccccc12)C(=O)Nc1ccncc1. The result is 1 (stable in human liver microsomes). (7) The compound is Oc1c(Cl)cc(Cl)c2cccnc12. The result is 0 (unstable in human liver microsomes). (8) The drug is CNc1nc(NCCCN(C)C)c2sc(-c3ccc(C(=O)N4CCOCC4)cc3)cc2n1. The result is 0 (unstable in human liver microsomes).